Dataset: Catalyst prediction with 721,799 reactions and 888 catalyst types from USPTO. Task: Predict which catalyst facilitates the given reaction. (1) Reactant: [Br:1][C:2]1[CH:3]=[C:4]2[C:9](=[CH:10][CH:11]=1)[N:8]=[CH:7][CH:6]=[C:5]2Cl.[S-2:13].[Na+].[Na+].CN(C)C=O.Cl. Product: [Br:1][C:2]1[CH:3]=[C:4]2[C:9](=[CH:10][CH:11]=1)[N:8]=[CH:7][CH:6]=[C:5]2[SH:13]. The catalyst class is: 6. (2) Reactant: [N:1]1([C:6]2[CH2:11][CH2:10][C:9]([CH3:13])([CH3:12])[CH:8]([NH2:14])[CH:7]=2)[CH:5]=[CH:4][N:3]=[CH:2]1.CS(C)=O.F[C:20]1[CH:25]=[CH:24][C:23]([N+:26]([O-:28])=[O:27])=[C:22]([C:29]([F:32])([F:31])[F:30])[CH:21]=1.CCN(C(C)C)C(C)C. Product: [N:1]1([C:6]2[CH2:11][CH2:10][C:9]([CH3:12])([CH3:13])[CH:8]([NH:14][C:20]3[CH:25]=[CH:24][C:23]([N+:26]([O-:28])=[O:27])=[C:22]([C:29]([F:30])([F:32])[F:31])[CH:21]=3)[CH:7]=2)[CH:5]=[CH:4][N:3]=[CH:2]1. The catalyst class is: 6.